Dataset: Experimentally validated miRNA-target interactions with 360,000+ pairs, plus equal number of negative samples. Task: Binary Classification. Given a miRNA mature sequence and a target amino acid sequence, predict their likelihood of interaction. The miRNA is hsa-miR-2276-5p with sequence GCCCUCUGUCACCUUGCAGACG. The protein sequence of the target gene is MKLWVSALLMAWFGVLSCVQAEFFTSIGHMTDLIYAEKELVQSLKEYILVEEAKLSKIKSWANKMEALTSKSAADAEGYLAHPVNAYKLVKRLNTDWPALEDLVLQDSAAGFIANLSVQRQFFPTDEDEIGAAKALMRLQDTYRLDPGTISRGELPGTKYQAMLSVDDCFGMGRSAYNEGDYYHTVLWMEQVLKQLDAGEEATTTKSQVLDYLSYAVFQLGDLHRALELTRRLLSLDPSHERAGGNLRYFEQLLEEEREKTLTNQTEAELATPEGIYERPVDYLPERDVYESLCRGEGVK.... Result: 0 (no interaction).